Dataset: Reaction yield outcomes from USPTO patents with 853,638 reactions. Task: Predict the reaction yield, written as a fraction of the theoretical maximum amount of product (1.0 means a 100% yield; for example, 0.34 means a 34% yield). (1) The reactants are [C:1]1([C:7]2O[C:9]([C:16]3[CH:21]=[CH:20][CH:19]=[CH:18][CH:17]=3)=[C:10]3[C:15]=2[CH:14]=[CH:13][CH:12]=[CH:11]3)[CH:6]=[CH:5][CH:4]=[CH:3][CH:2]=1.[Br:22][C:23]1[C:33]2[C:34]3[C:26]([CH:27]=[CH:28][C:29]=3[CH:30]=[CH:31][CH:32]=2)=[CH:25][CH:24]=1. The catalyst is C1(C)C=CC=CC=1. The product is [Br:22][C:23]1[CH:24]=[CH:25][C:26]2=[C:34]3[C:33]=1[CH:32]=[CH:31][CH:30]=[C:29]3[C:28]1[C:7]([C:1]3[CH:6]=[CH:5][CH:4]=[CH:3][CH:2]=3)=[C:15]3[CH:14]=[CH:13][CH:12]=[CH:11][C:10]3=[C:9]([C:16]3[CH:21]=[CH:20][CH:19]=[CH:18][CH:17]=3)[C:27]=12. The yield is 0.740. (2) The reactants are [OH:1][CH2:2][CH2:3][C:4]1([CH3:28])[S:8][C:7]([C:9]2[NH:10][C:11]3[C:16]([CH:17]=2)=[CH:15][CH:14]=[CH:13][C:12]=3[N:18]([CH3:27])[S:19]([C:22]2[S:23][CH:24]=[CH:25][CH:26]=2)(=[O:21])=[O:20])=[N:6][CH2:5]1.C(N(CC)CC)C.[CH3:36][S:37](Cl)(=[O:39])=[O:38].O. The catalyst is O1CCCC1. The product is [CH3:36][S:37]([O:1][CH2:2][CH2:3][C:4]1([CH3:28])[S:8][C:7]([C:9]2[NH:10][C:11]3[C:16]([CH:17]=2)=[CH:15][CH:14]=[CH:13][C:12]=3[N:18]([CH3:27])[S:19]([C:22]2[S:23][CH:24]=[CH:25][CH:26]=2)(=[O:21])=[O:20])=[N:6][CH2:5]1)(=[O:39])=[O:38]. The yield is 0.650. (3) The reactants are [CH2:1]([NH:8][CH2:9][C:10]([C:12]1[CH:17]=[CH:16][C:15]([O:18][CH3:19])=[CH:14][CH:13]=1)=[O:11])[C:2]1[CH:7]=[CH:6][CH:5]=[CH:4][CH:3]=1.[CH3:20][O:21][C:22]1[CH:23]=[C:24]([CH:27]=[CH:28][CH:29]=1)[CH:25]=O.[BH-](OC(C)=O)(OC(C)=O)OC(C)=O.[Na+].C([O-])(O)=O.[Na+]. The catalyst is ClCCCl. The product is [CH2:1]([N:8]([CH2:25][C:24]1[CH:27]=[CH:28][CH:29]=[C:22]([O:21][CH3:20])[CH:23]=1)[CH2:9][C:10]([C:12]1[CH:13]=[CH:14][C:15]([O:18][CH3:19])=[CH:16][CH:17]=1)=[O:11])[C:2]1[CH:3]=[CH:4][CH:5]=[CH:6][CH:7]=1. The yield is 0.830. (4) The reactants are [OH-].[Na+].C([NH:6][C:7]1[S:11][C:10]2[C:12]([O:24][CH2:25][CH2:26][N:27]([CH2:30][CH3:31])[CH2:28][CH3:29])=[C:13]([C:16]3[CH:21]=[CH:20][C:19]([O:22][CH3:23])=[CH:18][CH:17]=3)[CH:14]=[CH:15][C:9]=2[C:8]=1[C:32]([O:34][CH2:35][CH3:36])=[O:33])(=O)C. The product is [NH2:6][C:7]1[S:11][C:10]2[C:12]([O:24][CH2:25][CH2:26][N:27]([CH2:28][CH3:29])[CH2:30][CH3:31])=[C:13]([C:16]3[CH:17]=[CH:18][C:19]([O:22][CH3:23])=[CH:20][CH:21]=3)[CH:14]=[CH:15][C:9]=2[C:8]=1[C:32]([O:34][CH2:35][CH3:36])=[O:33]. The catalyst is C1COCC1.CO. The yield is 0.930. (5) The reactants are [CH3:1][O:2][C:3]1[N:13]=[CH:12][C:11]2[S:10][CH2:9][CH2:8][N:7]([CH2:14][C:15]3[CH:16]=[CH:17][C:18]([C:21]([O:23]C)=[O:22])=[N:19][CH:20]=3)[CH2:6][C:5]=2[CH:4]=1.CO.C1COCC1.[OH-].[Li+]. The catalyst is O. The product is [CH3:1][O:2][C:3]1[N:13]=[CH:12][C:11]2[S:10][CH2:9][CH2:8][N:7]([CH2:14][C:15]3[CH:16]=[CH:17][C:18]([C:21]([OH:23])=[O:22])=[N:19][CH:20]=3)[CH2:6][C:5]=2[CH:4]=1. The yield is 0.450. (6) The reactants are [CH2:1]([O:3][C:4]1[CH:5]=[C:6]2[C:11](=[C:12]([NH2:14])[CH:13]=1)[N:10]=[CH:9][CH:8]=[CH:7]2)[CH3:2].[C:15]1([S:21](Cl)(=[O:23])=[O:22])[CH:20]=[CH:19][CH:18]=[CH:17][CH:16]=1. The catalyst is CN(C1C=CN=CC=1)C. The product is [CH2:1]([O:3][C:4]1[CH:5]=[C:6]2[C:11](=[C:12]([NH:14][S:21]([C:15]3[CH:20]=[CH:19][CH:18]=[CH:17][CH:16]=3)(=[O:23])=[O:22])[CH:13]=1)[N:10]=[CH:9][CH:8]=[CH:7]2)[CH3:2]. The yield is 0.330. (7) The reactants are [OH-].[Na+].[CH2:3]([O:5][C:6]1[CH:11]=[CH:10][N:9]=[C:8]([NH:12][CH2:13][CH2:14][CH2:15][O:16][C:17]2[CH:18]=[CH:19][C:20]3[CH2:26][C@@H:25]([CH2:27][C:28]([O:30]CC)=[O:29])[C:24]4[CH:33]=[CH:34][CH:35]=[CH:36][C:23]=4[CH2:22][C:21]=3[CH:37]=2)[CH:7]=1)[CH3:4].Cl. The catalyst is C(O)C. The product is [CH2:3]([O:5][C:6]1[CH:11]=[CH:10][N:9]=[C:8]([NH:12][CH2:13][CH2:14][CH2:15][O:16][C:17]2[CH:18]=[CH:19][C:20]3[CH2:26][C@@H:25]([CH2:27][C:28]([OH:30])=[O:29])[C:24]4[CH:33]=[CH:34][CH:35]=[CH:36][C:23]=4[CH2:22][C:21]=3[CH:37]=2)[CH:7]=1)[CH3:4]. The yield is 0.830. (8) The product is [CH:1]1([O:7][CH2:8][C:9]([CH2:10][O:11][CH3:20])([CH2:15][O:16][CH3:17])[CH:12]([CH3:14])[CH3:13])[CH2:6][CH2:5][CH2:4][CH2:3][CH2:2]1. The catalyst is C1COCC1. The yield is 0.490. The reactants are [CH:1]1([O:7][CH2:8][C:9]([CH2:15][O:16][CH3:17])([CH:12]([CH3:14])[CH3:13])[CH2:10][OH:11])[CH2:6][CH2:5][CH2:4][CH2:3][CH2:2]1.[H-].[Na+].[CH3:20]I.